This data is from Catalyst prediction with 721,799 reactions and 888 catalyst types from USPTO. The task is: Predict which catalyst facilitates the given reaction. (1) Reactant: [CH3:1][N:2]([CH3:15])[C:3]1[CH:14]=[CH:13][C:6]([C:7]([NH:9][CH:10]([CH3:12])[CH3:11])=O)=[CH:5][CH:4]=1.P(Cl)(Cl)(Cl)(Cl)[Cl:17]. Product: [N:2]([C:3]1[CH:14]=[CH:13][C:6]([C:7](=[N:9][CH:10]([CH3:12])[CH3:11])[Cl:17])=[CH:5][CH:4]=1)([CH3:15])[CH3:1]. The catalyst class is: 2. (2) Reactant: [CH:1]1([C:4]2[CH:5]=[CH:6][C:7]3[O:11][C:10]([C:12](=[O:16])[CH:13]([CH3:15])[CH3:14])=[C:9]([CH3:17])[C:8]=3[CH:18]=2)[CH2:3][CH2:2]1.[BH4-].[Na+]. Product: [CH:1]1([C:4]2[CH:5]=[CH:6][C:7]3[O:11][C:10]([CH:12]([OH:16])[CH:13]([CH3:14])[CH3:15])=[C:9]([CH3:17])[C:8]=3[CH:18]=2)[CH2:2][CH2:3]1. The catalyst class is: 83.